From a dataset of Forward reaction prediction with 1.9M reactions from USPTO patents (1976-2016). Predict the product of the given reaction. (1) Given the reactants [CH3:1]O.C1N=C(N)C2N=CN([C@@H]3O[C@H](COP(OP(OC[C@H]4O[C@@H]([N:33]5[CH:38]=[C:37](C(N)=O)[CH2:36][CH:35]=[CH:34]5)[C@H](O)[C@@H]4O)(O)=O)(O)=O)[C@@H](O)[C@H]3OP(O)(O)=O)C=2N=1.[N+:51]([C:54]1[CH:66]=[CH:65][C:57](CC2C=CN=CC=2)=[CH:56][CH:55]=1)([O-:53])=[O:52].[OH-].[Na+], predict the reaction product. The product is: [N+:51]([C:54]1([CH:55]=[CH:56][CH:57]=[CH:65][CH2:66]1)[CH2:1][C:36]1[CH:35]=[CH:34][N:33]=[CH:38][CH:37]=1)([O-:53])=[O:52]. (2) Given the reactants Cl.[CH3:2][CH:3]([CH2:7][CH2:8][N:9]1[CH2:14][CH2:13][CH2:12][CH2:11][CH2:10]1)[C:4]([OH:6])=[O:5].C(Cl)(=O)C(Cl)=O.C(OC([N:28]1[C:32]([NH2:33])=[CH:31][C:30]([C:34]2[CH:35]=[N:36][C:37]3[C:42]([CH:43]=2)=[CH:41][CH:40]=[CH:39][CH:38]=3)=[N:29]1)=O)(C)(C)C.Cl, predict the reaction product. The product is: [CH:4]([OH:6])=[O:5].[CH3:2][CH:3]([CH2:7][CH2:8][N:9]1[CH2:14][CH2:13][CH2:12][CH2:11][CH2:10]1)[C:4]([NH:33][C:32]1[NH:28][N:29]=[C:30]([C:34]2[CH:35]=[N:36][C:37]3[C:42]([CH:43]=2)=[CH:41][CH:40]=[CH:39][CH:38]=3)[CH:31]=1)=[O:6].